Dataset: Full USPTO retrosynthesis dataset with 1.9M reactions from patents (1976-2016). Task: Predict the reactants needed to synthesize the given product. (1) Given the product [C:37]([S:39][CH:14]1[CH2:15][N:12]([C:9]2[S:10][CH:11]=[C:7]([C:5](=[O:6])[N:4]([CH:1]([CH3:2])[CH3:3])[CH2:21][CH2:22][NH:23][C:24]([O:26][CH2:27][C:28]3[CH:29]=[CH:30][C:31]([N+:34]([O-:36])=[O:35])=[CH:32][CH:33]=3)=[O:25])[N:8]=2)[CH2:13]1)(=[O:40])[CH3:38], predict the reactants needed to synthesize it. The reactants are: [CH:1]([N:4]([CH2:21][CH2:22][NH:23][C:24]([O:26][CH2:27][C:28]1[CH:33]=[CH:32][C:31]([N+:34]([O-:36])=[O:35])=[CH:30][CH:29]=1)=[O:25])[C:5]([C:7]1[N:8]=[C:9]([N:12]2[CH2:15][CH:14](OS(C)(=O)=O)[CH2:13]2)[S:10][CH:11]=1)=[O:6])([CH3:3])[CH3:2].[C:37]([O-:40])(=[S:39])[CH3:38].[K+]. (2) Given the product [N:3]1[CH:4]=[CH:5][CH:6]=[C:7]([C:8]#[N:9])[C:2]=1[C:15]1[CH:20]=[CH:19][N:18]=[CH:17][CH:16]=1, predict the reactants needed to synthesize it. The reactants are: Cl[C:2]1[C:7]([C:8]#[N:9])=[CH:6][CH:5]=[CH:4][N:3]=1.C([Sn](CCCC)(CCCC)[C:15]1[CH:20]=[CH:19][N:18]=[CH:17][CH:16]=1)CCC. (3) The reactants are: [CH3:1][N:2]1[C:10]2[C:5](=[CH:6][CH:7]=[CH:8][CH:9]=2)[C:4]([CH2:11][CH:12]([CH3:14])[CH3:13])=[C:3]1[C:15]([NH:17][C@H:18]([C:22]([NH:24][CH:25]([C:34](=[O:37])[CH2:35]Br)[CH2:26][C:27]([O:29][C:30]([CH3:33])([CH3:32])[CH3:31])=[O:28])=[O:23])[CH:19]([CH3:21])[CH3:20])=[O:16].[F-].[K+].[F:40][C:41]1[CH:46]=[CH:45][CH:44]=[CH:43][C:42]=1[OH:47].CCCCCC.CCOC(C)=O. Given the product [CH3:1][N:2]1[C:10]2[C:5](=[CH:6][CH:7]=[CH:8][CH:9]=2)[C:4]([CH2:11][CH:12]([CH3:14])[CH3:13])=[C:3]1[C:15]([NH:17][C@H:18]([C:22]([NH:24][CH:25]([C:34](=[O:37])[CH2:35][O:47][C:42]1[CH:43]=[CH:44][CH:45]=[CH:46][C:41]=1[F:40])[CH2:26][C:27]([O:29][C:30]([CH3:33])([CH3:32])[CH3:31])=[O:28])=[O:23])[CH:19]([CH3:21])[CH3:20])=[O:16], predict the reactants needed to synthesize it. (4) Given the product [F:1][C:2]1[CH:3]=[C:4]2[C:9](=[CH:10][CH:11]=1)[N:8]=[C:7]([O:12][CH3:13])[C:6]([NH:14][C:15]([N:30]1[CH2:31][CH2:32][N:27]([C:23]3[CH:24]=[CH:25][CH:26]=[C:21]([CH3:20])[CH:22]=3)[CH2:28][CH2:29]1)=[O:19])=[N:5]2, predict the reactants needed to synthesize it. The reactants are: [F:1][C:2]1[CH:3]=[C:4]2[C:9](=[CH:10][CH:11]=1)[N:8]=[C:7]([O:12][CH3:13])[C:6]([NH:14][C:15](=[O:19])OCC)=[N:5]2.[CH3:20][C:21]1[CH:22]=[C:23]([N:27]2[CH2:32][CH2:31][NH:30][CH2:29][CH2:28]2)[CH:24]=[CH:25][CH:26]=1. (5) Given the product [Br:18][C:4]1[CH:5]=[CH:6][C:1]([C@H:7]2[CH2:8][CH2:9][C@H:10]([OH:13])[CH2:11][CH2:12]2)=[CH:2][CH:3]=1, predict the reactants needed to synthesize it. The reactants are: [C:1]1([C@H:7]2[CH2:12][CH2:11][C@H:10]([OH:13])[CH2:9][CH2:8]2)[CH:6]=[CH:5][CH:4]=[CH:3][CH:2]=1.[Al+3].[Cl-].[Cl-].[Cl-].[Br:18]Br.